This data is from Reaction yield outcomes from USPTO patents with 853,638 reactions. The task is: Predict the reaction yield, written as a fraction of the theoretical maximum amount of product (1.0 means a 100% yield; for example, 0.34 means a 34% yield). (1) The yield is 0.0700. The product is [C:12]1([N:18]2[CH2:23][CH2:22][N:21]([CH2:1][C:3]3[S:7][C:6]([NH:8][C:9](=[O:11])[CH3:10])=[N:5][CH:4]=3)[CH2:20][CH2:19]2)[CH:17]=[CH:16][CH:15]=[CH:14][CH:13]=1. No catalyst specified. The reactants are [CH:1]([C:3]1[S:7][C:6]([NH:8][C:9](=[O:11])[CH3:10])=[N:5][CH:4]=1)=O.[C:12]1([N:18]2[CH2:23][CH2:22][NH:21][CH2:20][CH2:19]2)[CH:17]=[CH:16][CH:15]=[CH:14][CH:13]=1. (2) The reactants are [C:1]([Si:5]([CH3:19])([CH3:18])[O:6][C@@H:7]([CH2:10][CH2:11][C:12]1[CH:17]=[CH:16][CH:15]=[CH:14][CH:13]=1)[C:8]#[CH:9])([CH3:4])([CH3:3])[CH3:2].[I:20]I. The catalyst is C(Cl)Cl. The product is [C:1]([Si:5]([O:6][C@@H:7]([CH2:10][CH2:11][C:12]1[CH:13]=[CH:14][CH:15]=[CH:16][CH:17]=1)/[CH:8]=[CH:9]/[I:20])([CH3:18])[CH3:19])([CH3:3])([CH3:2])[CH3:4]. The yield is 0.900. (3) The reactants are [F:1][C:2]([F:22])([F:21])[C:3]1[CH:4]=[C:5]([C:9]2[CH:10]=[CH:11][C:12]3[N:18]4[CH2:19][C@H:15]([CH2:16][CH2:17]4)[NH:14][C:13]=3[N:20]=2)[CH:6]=[CH:7][CH:8]=1.C1([O:29][C:30](=O)[NH:31][C:32]2[CH:37]=[C:36]([C:38]3[O:42][CH:41]=[N:40][CH:39]=3)[CH:35]=[C:34]([C:43]3[O:47][CH:46]=[N:45][CH:44]=3)[CH:33]=2)C=CC=CC=1. The catalyst is CN(C1C=CN=CC=1)C.C(#N)C. The product is [O:42]1[C:38]([C:36]2[CH:37]=[C:32]([NH:31][C:30]([N:14]3[C@@H:15]4[CH2:19][N:18]([CH2:17][CH2:16]4)[C:12]4[CH:11]=[CH:10][C:9]([C:5]5[CH:6]=[CH:7][CH:8]=[C:3]([C:2]([F:21])([F:1])[F:22])[CH:4]=5)=[N:20][C:13]3=4)=[O:29])[CH:33]=[C:34]([C:43]3[O:47][CH:46]=[N:45][CH:44]=3)[CH:35]=2)=[CH:39][N:40]=[CH:41]1. The yield is 0.110. (4) The catalyst is ClCCCl. The product is [CH2:30]([NH:37][C@H:26]1[CH2:27][CH2:28][C@@H:23]([C:10]2[CH:11]=[CH:12][C:13]([O:15][Si:16]([C:19]([CH3:21])([CH3:22])[CH3:20])([CH3:17])[CH3:18])=[CH:14][C:9]=2[O:8][Si:1]([C:4]([CH3:6])([CH3:5])[CH3:7])([CH3:2])[CH3:3])[CH2:24][CH2:25]1)[C:31]1[CH:36]=[CH:35][CH:34]=[CH:33][CH:32]=1. The yield is 0.700. The reactants are [Si:1]([O:8][C:9]1[CH:14]=[C:13]([O:15][Si:16]([C:19]([CH3:22])([CH3:21])[CH3:20])([CH3:18])[CH3:17])[CH:12]=[CH:11][C:10]=1[CH:23]1[CH2:28][CH2:27][C:26](=O)[CH2:25][CH2:24]1)([C:4]([CH3:7])([CH3:6])[CH3:5])([CH3:3])[CH3:2].[CH2:30]([NH2:37])[C:31]1[CH:36]=[CH:35][CH:34]=[CH:33][CH:32]=1.C(O[BH-](OC(=O)C)OC(=O)C)(=O)C.C[N+](C)(C)C.[OH-].[Na+].